This data is from Forward reaction prediction with 1.9M reactions from USPTO patents (1976-2016). The task is: Predict the product of the given reaction. (1) Given the reactants [CH3:1][C:2]([CH3:7])=[CH:3][C:4](Cl)=[O:5].[NH2:8][C:9]1[CH:18]=[CH:17][CH:16]=[CH:15][C:10]=1[C:11]([O:13][CH3:14])=[O:12].C(N(CC)CC)C, predict the reaction product. The product is: [CH3:1][C:2]([CH3:7])=[CH:3][C:4]([NH:8][C:9]1[CH:18]=[CH:17][CH:16]=[CH:15][C:10]=1[C:11]([O:13][CH3:14])=[O:12])=[O:5]. (2) Given the reactants C(OC([N:8]1[CH2:12][CH2:11][CH2:10][C:9]1([CH2:23][CH2:24][CH2:25][CH3:26])[C:13](=[O:22])[C:14]1[CH:19]=[CH:18][C:17]([Cl:20])=[C:16]([Cl:21])[CH:15]=1)=O)(C)(C)C, predict the reaction product. The product is: [CH2:23]([C:9]1([C:13]([C:14]2[CH:19]=[CH:18][C:17]([Cl:20])=[C:16]([Cl:21])[CH:15]=2)=[O:22])[CH2:10][CH2:11][CH2:12][NH:8]1)[CH2:24][CH2:25][CH3:26]. (3) Given the reactants CC1(C)C(C)(C)OB([C:9]2[CH:18]=[C:17]3[C:12]([CH:13]=[CH:14][CH:15]=[N:16]3)=[C:11]([O:19][C@@H:20]([C@H:22]3[CH2:26][NH:25][C:24](=[O:27])[CH2:23]3)[CH3:21])[CH:10]=2)O1.Br[C:30]1[CH:35]=[CH:34][C:33]([C:36]([F:39])([F:38])[F:37])=[CH:32][N:31]=1.C(=O)([O-])[O-].[Na+].[Na+], predict the reaction product. The product is: [F:37][C:36]([F:39])([F:38])[C:33]1[CH:34]=[CH:35][C:30]([C:9]2[CH:18]=[C:17]3[C:12]([CH:13]=[CH:14][CH:15]=[N:16]3)=[C:11]([O:19][C@@H:20]([C@H:22]3[CH2:26][NH:25][C:24](=[O:27])[CH2:23]3)[CH3:21])[CH:10]=2)=[N:31][CH:32]=1. (4) Given the reactants C(O)(=O)C.[F-].C([N+](CCCC)(CCCC)CCCC)CCC.[C:23]([O:27][C:28]([C@@:30]1([CH2:45][CH2:46][O:47][Si](C(C)(C)C)(C)C)[CH:34]([F:35])[C:33](=[O:36])[N:32]([C@@H:37]([C:39]2[CH:44]=[CH:43][CH:42]=[CH:41][CH:40]=2)[CH3:38])[CH2:31]1)=[O:29])([CH3:26])([CH3:25])[CH3:24].C(OCC)(=O)C, predict the reaction product. The product is: [C:23]([O:27][C:28]([C@@:30]1([CH2:45][CH2:46][OH:47])[CH:34]([F:35])[C:33](=[O:36])[N:32]([C@@H:37]([C:39]2[CH:44]=[CH:43][CH:42]=[CH:41][CH:40]=2)[CH3:38])[CH2:31]1)=[O:29])([CH3:26])([CH3:25])[CH3:24]. (5) Given the reactants [CH3:1][O:2][C:3]1[CH:4]=[C:5]([CH:11]2[CH2:16][CH:15]([C:17]([F:20])([F:19])[F:18])[N:14]3[N:21]=[C:22]([C:24]4[CH:25]=[CH:26][C:27]([C:30]([OH:32])=O)=[N:28][CH:29]=4)[CH:23]=[C:13]3[NH:12]2)[CH:6]=[CH:7][C:8]=1[O:9][CH3:10].C(N(CC)C(C)C)(C)C.CN(C(ON1N=NC2C=CC=NC1=2)=[N+](C)C)C.F[P-](F)(F)(F)(F)F.[N:66]1([C:72]([O:74][C:75]([CH3:78])([CH3:77])[CH3:76])=[O:73])[CH2:71][CH2:70][NH:69][CH2:68][CH2:67]1, predict the reaction product. The product is: [CH3:1][O:2][C:3]1[CH:4]=[C:5]([CH:11]2[CH2:16][CH:15]([C:17]([F:18])([F:19])[F:20])[N:14]3[N:21]=[C:22]([C:24]4[CH:25]=[CH:26][C:27]([C:30]([N:69]5[CH2:68][CH2:67][N:66]([C:72]([O:74][C:75]([CH3:78])([CH3:77])[CH3:76])=[O:73])[CH2:71][CH2:70]5)=[O:32])=[N:28][CH:29]=4)[CH:23]=[C:13]3[NH:12]2)[CH:6]=[CH:7][C:8]=1[O:9][CH3:10]. (6) Given the reactants [C:1](Cl)(=O)[C:2]([Cl:4])=[O:3].[C:7]([S:10][C:11]1[CH:12]=C([CH:17]=[CH:18][CH:19]=1)C(O)=O)(=[O:9])[CH3:8].C(Cl)(Cl)Cl, predict the reaction product. The product is: [C:7]([S:10][C:11]1[CH:12]=[C:1]([CH:17]=[CH:18][CH:19]=1)[C:2]([Cl:4])=[O:3])(=[O:9])[CH3:8].